This data is from Full USPTO retrosynthesis dataset with 1.9M reactions from patents (1976-2016). The task is: Predict the reactants needed to synthesize the given product. (1) Given the product [CH3:13][O:12][C:8]1[C:7]([O:14][CH3:15])=[C:6]2[C:11]([C:2]([NH:17][C@H:18]3[CH2:22][O:21][CH2:20][C@H:19]3[OH:23])=[N:3][CH:4]=[N:5]2)=[CH:10][CH:9]=1, predict the reactants needed to synthesize it. The reactants are: Cl[C:2]1[C:11]2[C:6](=[C:7]([O:14][CH3:15])[C:8]([O:12][CH3:13])=[CH:9][CH:10]=2)[N:5]=[CH:4][N:3]=1.Cl.[NH2:17][C@H:18]1[CH2:22][O:21][CH2:20][C@H:19]1[OH:23].CCN(C(C)C)C(C)C. (2) The reactants are: [CH2:1]([O:8][C:9]1[N:10]=[N:11][C:12]([C:23]#[C:24][C:25]2[CH:30]=[CH:29]C(C(F)(F)F)=CN=2)=[CH:13][C:14]=1[O:15][CH2:16][C:17]1[CH:22]=[CH:21][CH:20]=[CH:19][CH:18]=1)[C:2]1[CH:7]=[CH:6][CH:5]=[CH:4][CH:3]=1.C(OC1N=NC(C#C)=CC=1OCC1C=CC=CC=1)C1C=CC=CC=1.[F:59][C:60]1C=CC(I)=[CH:62][C:61]=1[CH3:67]. Given the product [CH2:1]([O:8][C:9]1[N:10]=[N:11][C:12]([C:23]#[C:24][C:25]2[CH:30]=[CH:29][C:60]([F:59])=[C:61]([CH3:67])[CH:62]=2)=[CH:13][C:14]=1[O:15][CH2:16][C:17]1[CH:18]=[CH:19][CH:20]=[CH:21][CH:22]=1)[C:2]1[CH:7]=[CH:6][CH:5]=[CH:4][CH:3]=1, predict the reactants needed to synthesize it. (3) Given the product [Cl:1][C:2]1[CH:3]=[CH:4][C:5]([O:28][CH2:29][CH:30]([CH3:32])[CH3:31])=[C:6]([CH2:8][N:9]2[C:13]([CH3:14])=[CH:12][C:11]([C:15]([NH:17][C:18]3[CH:23]=[CH:22][C:21]([CH:24]=[O:25])=[CH:20][C:19]=3[O:26][CH3:27])=[O:16])=[N:10]2)[CH:7]=1, predict the reactants needed to synthesize it. The reactants are: [Cl:1][C:2]1[CH:3]=[CH:4][C:5]([O:28][CH2:29][CH:30]([CH3:32])[CH3:31])=[C:6]([CH2:8][N:9]2[C:13]([CH3:14])=[CH:12][C:11]([C:15]([NH:17][C:18]3[CH:23]=[CH:22][C:21]([CH2:24][OH:25])=[CH:20][C:19]=3[O:26][CH3:27])=[O:16])=[N:10]2)[CH:7]=1. (4) Given the product [CH3:19][C:15]1[CH:14]=[C:13]([CH:18]=[CH:17][CH:16]=1)[NH:12][CH2:10][C:3]1[C:4]([CH3:9])([CH3:8])[CH2:5][CH2:6][CH2:7][C:2]=1[CH3:1], predict the reactants needed to synthesize it. The reactants are: [CH3:1][C:2]1[CH2:7][CH2:6][CH2:5][C:4]([CH3:9])([CH3:8])[C:3]=1[CH:10]=O.[NH2:12][C:13]1[CH:18]=[CH:17][CH:16]=[C:15]([CH3:19])[CH:14]=1.C(O)(=O)C.[Na].